From a dataset of Full USPTO retrosynthesis dataset with 1.9M reactions from patents (1976-2016). Predict the reactants needed to synthesize the given product. (1) The reactants are: Cl[C:2]1[N:7]=[CH:6][N:5]=[C:4]([NH:8][C:9]2[CH:18]=[C:17]3[C:12]([CH:13]=[CH:14][CH:15]=[N:16]3)=[CH:11][CH:10]=2)[CH:3]=1.[F:19][C:20]([F:28])([F:27])[CH:21]1[CH2:26][CH2:25][NH:24][CH2:23][CH2:22]1.C([O-])([O-])=O.[K+].[K+]. Given the product [N:16]1[C:17]2[C:12](=[CH:11][CH:10]=[C:9]([NH:8][C:4]3[CH:3]=[C:2]([N:24]4[CH2:25][CH2:26][CH:21]([C:20]([F:28])([F:27])[F:19])[CH2:22][CH2:23]4)[N:7]=[CH:6][N:5]=3)[CH:18]=2)[CH:13]=[CH:14][CH:15]=1, predict the reactants needed to synthesize it. (2) Given the product [CH:1]([C:4]1[N:8]2[CH:9]=[C:10]([C:13]3[C:14]([C:15]4[C:20]([CH3:29])=[CH:19][CH:18]=[CH:17][N:16]=4)=[N:24][NH:23][N:22]=3)[CH:11]=[CH:12][C:7]2=[N:6][N:5]=1)([CH3:2])[CH3:3], predict the reactants needed to synthesize it. The reactants are: [CH:1]([C:4]1[N:8]2[CH:9]=[C:10]([C:13]#[C:14][C:15]3[CH:20]=[CH:19][CH:18]=[C:17](C)[N:16]=3)[CH:11]=[CH:12][C:7]2=[N:6][N:5]=1)([CH3:3])[CH3:2].[N:22]([Si](C)(C)C)=[N+:23]=[N-:24].[CH3:29]N(C=O)C. (3) Given the product [CH3:1][O:2][C:3]([C@H:5]1[CH2:8][C@@H:7]([N:9]2[C:13]3[N:14]=[CH:15][N:16]=[C:17]([NH2:18])[C:12]=3[C:11]([C:19]3[CH:24]=[CH:23][CH:22]=[C:21]([O:25][CH2:26][C:27]4[CH:32]=[CH:31][CH:30]=[CH:29][CH:28]=4)[CH:20]=3)=[C:10]2[CH3:34])[CH2:6]1)=[O:4], predict the reactants needed to synthesize it. The reactants are: [CH3:1][O:2][C:3]([C@H:5]1[CH2:8][C@@H:7]([N:9]2[C:13]3[N:14]=[CH:15][N:16]=[C:17]([NH2:18])[C:12]=3[C:11]([C:19]3[CH:24]=[CH:23][CH:22]=[C:21]([O:25][CH2:26][C:27]4[CH:32]=[CH:31][CH:30]=[CH:29][CH:28]=4)[CH:20]=3)=[C:10]2Br)[CH2:6]1)=[O:4].[CH3:34][Sn](C)(C)C. (4) Given the product [CH2:1]([O:8][C:9]([C@@H:11]1[CH2:16][CH2:15][NH:14][CH2:13][C@H:12]1[C:24]([O:26][CH3:27])=[O:25])=[O:10])[C:2]1[CH:7]=[CH:6][CH:5]=[CH:4][CH:3]=1, predict the reactants needed to synthesize it. The reactants are: [CH2:1]([O:8][C:9]([C@@H:11]1[CH2:16][CH2:15][N:14](C(OC(C)(C)C)=O)[CH2:13][C@H:12]1[C:24]([O:26][CH3:27])=[O:25])=[O:10])[C:2]1[CH:7]=[CH:6][CH:5]=[CH:4][CH:3]=1.C(O)(C(F)(F)F)=O. (5) Given the product [CH2:1]([C:4]1[CH:13]=[CH:12][CH:11]=[C:10]([NH2:14])[C:5]=1[C:6]([O:8][CH3:9])=[O:7])[CH:2]=[CH2:3], predict the reactants needed to synthesize it. The reactants are: [CH2:1]([C:4]1[CH:13]=[CH:12][CH:11]=[C:10]([N+:14]([O-])=O)[C:5]=1[C:6]([O:8][CH3:9])=[O:7])[CH:2]=[CH2:3]. (6) Given the product [F:46][C:47]([F:52])([F:51])[C:48]([OH:50])=[O:49].[CH3:72][NH:71][C:69]([C:67]1[N:66]=[N:65][N:64]([CH2:63][CH2:62][CH2:61][CH2:60][C:57]2[N:58]=[N:59][C:54]([NH:53][C:17](=[O:19])[CH2:16][N:13]3[CH2:12][CH2:11][N:10]([C:6]4[CH:7]=[CH:8][CH:9]=[C:4]([O:3][C:2]([F:1])([F:21])[F:20])[CH:5]=4)[CH2:15][CH2:14]3)=[CH:55][CH:56]=2)[CH:68]=1)=[O:70], predict the reactants needed to synthesize it. The reactants are: [F:1][C:2]([F:21])([F:20])[O:3][C:4]1[CH:5]=[C:6]([N:10]2[CH2:15][CH2:14][N:13]([CH2:16][C:17]([OH:19])=O)[CH2:12][CH2:11]2)[CH:7]=[CH:8][CH:9]=1.CN(C(ON1N=NC2C=CC=NC1=2)=[N+](C)C)C.F[P-](F)(F)(F)(F)F.[F:46][C:47]([F:52])([F:51])[C:48]([OH:50])=[O:49].[NH2:53][C:54]1[N:59]=[N:58][C:57]([CH2:60][CH2:61][CH2:62][CH2:63][N:64]2[CH:68]=[C:67]([C:69]([NH:71][CH3:72])=[O:70])[N:66]=[N:65]2)=[CH:56][CH:55]=1.CCN(C(C)C)C(C)C. (7) Given the product [CH:1]1([O:7][C:8]2[CH:9]=[CH:10][C:11]([C:12]([NH:31][C:29]3[CH:28]=[CH:27][C:25]4[N:26]=[C:22]([N:21]([CH2:20][CH2:19][N:18]([CH3:17])[CH3:33])[CH3:32])[S:23][C:24]=4[CH:30]=3)=[O:14])=[CH:15][CH:16]=2)[CH2:2][CH2:3][CH2:4][CH2:5][CH2:6]1, predict the reactants needed to synthesize it. The reactants are: [CH:1]1([O:7][C:8]2[CH:16]=[CH:15][C:11]([C:12]([OH:14])=O)=[CH:10][CH:9]=2)[CH2:6][CH2:5][CH2:4][CH2:3][CH2:2]1.[CH3:17][N:18]([CH3:33])[CH2:19][CH2:20][N:21]([CH3:32])[C:22]1[S:23][C:24]2[CH:30]=[C:29]([NH2:31])[CH:28]=[CH:27][C:25]=2[N:26]=1. (8) Given the product [CH3:1][O:14][C:15]1[CH:20]=[CH:19][C:18]([CH:21]=[CH:22][C:23](=[O:25])[CH3:24])=[CH:17][C:16]=1[O:26][CH2:27][CH3:28], predict the reactants needed to synthesize it. The reactants are: [C:1](=O)([O-])[O-].[Na+].[Na+].S(OC)(OC)(=O)=O.[OH:14][C:15]1[CH:20]=[CH:19][C:18]([CH:21]=[CH:22][C:23](=[O:25])[CH3:24])=[CH:17][C:16]=1[O:26][CH2:27][CH3:28]. (9) Given the product [CH3:1][C:2]1[C:6]2[C:7]3[CH:15]=[CH:14][CH:13]=[CH:12][C:8]=3[N:9]([CH2:27][CH2:28][CH3:29])[CH2:10][CH2:11][C:5]=2[O:4][N:3]=1, predict the reactants needed to synthesize it. The reactants are: [CH3:1][C:2]1[C:6]2[C:7]3[CH:15]=[CH:14][CH:13]=[CH:12][C:8]=3[NH:9][CH2:10][CH2:11][C:5]=2[O:4][N:3]=1.[Li+].C[Si]([N-][Si](C)(C)C)(C)C.I[CH2:27][CH2:28][CH3:29].